This data is from Full USPTO retrosynthesis dataset with 1.9M reactions from patents (1976-2016). The task is: Predict the reactants needed to synthesize the given product. (1) Given the product [F:24][C:25]([F:36])([F:35])[C:4]1[CH:5]=[C:6]([CH2:9][CH2:10][O:11][C:12]([N:14]2[CH2:19][CH2:18][N:17]3[CH2:20][CH2:21][CH2:22][CH2:23][C@@H:16]3[CH2:15]2)=[O:13])[CH:7]=[CH:8][CH:3]=1, predict the reactants needed to synthesize it. The reactants are: CO[C:3]1[CH:8]=[CH:7][C:6]([CH2:9][CH2:10][O:11][C:12]([N:14]2[CH2:19][CH2:18][N:17]3[CH2:20][CH2:21][CH2:22][CH2:23][C@H:16]3[CH2:15]2)=[O:13])=[CH:5][CH:4]=1.[F:24][C:25]([F:36])([F:35])C1C=C(CCO)C=CC=1. (2) The reactants are: Br[C:2]1[CH:7]=[CH:6][C:5]([C:8](=[O:11])[CH2:9][CH3:10])=[CH:4][CH:3]=1.[CH:12]1(B(O)O)[CH2:14][CH2:13]1.P([O-])([O-])([O-])=O.[K+].[K+].[K+].COCCOC. Given the product [CH:12]1([C:2]2[CH:7]=[CH:6][C:5]([C:8](=[O:11])[CH2:9][CH3:10])=[CH:4][CH:3]=2)[CH2:14][CH2:13]1, predict the reactants needed to synthesize it. (3) Given the product [C:1]([CH:4]1[CH2:9][CH:8]([C:10]([O:12][CH2:13][CH3:14])=[O:11])[CH2:7][CH2:6][N:5]1[C:15]([O:17][CH2:18][C:19]1[CH:20]=[CH:21][CH:22]=[CH:23][CH:24]=1)=[O:16])#[N:2], predict the reactants needed to synthesize it. The reactants are: [C:1]([CH:4]1[CH2:9][CH:8]([C:10]([O:12][CH2:13][CH3:14])=[O:11])[CH2:7][CH2:6][N:5]1[C:15]([O:17][CH2:18][C:19]1[CH:24]=[CH:23][CH:22]=[CH:21][CH:20]=1)=[O:16])(=O)[NH2:2].O=S(Cl)Cl. (4) Given the product [CH3:23][O:24][C:25](=[O:36])[CH:26]([NH:35][C:9](=[O:11])[C@H:8]([NH:12][C:13](=[O:22])[CH2:14][CH2:15][C:16]1[CH:21]=[CH:20][CH:19]=[CH:18][CH:17]=1)[CH2:7][C:1]1[CH:2]=[CH:3][CH:4]=[CH:5][CH:6]=1)[CH2:27][CH2:28][CH2:29][C:30]1[NH:31][CH:32]=[N:33][CH:34]=1, predict the reactants needed to synthesize it. The reactants are: [C:1]1([CH2:7][C@@H:8]([NH:12][C:13](=[O:22])[CH2:14][CH2:15][C:16]2[CH:21]=[CH:20][CH:19]=[CH:18][CH:17]=2)[C:9]([OH:11])=O)[CH:6]=[CH:5][CH:4]=[CH:3][CH:2]=1.[CH3:23][O:24][C:25](=[O:36])[CH:26]([NH2:35])[CH2:27][CH2:28][CH2:29][C:30]1[NH:31][CH:32]=[N:33][CH:34]=1.ON1C2C=CC=CC=2N=N1.C(N(CC)CC)C. (5) Given the product [F:13][C:10]1[CH:11]=[CH:12][C:7]([C:5]2[N:6]=[C:2]([N:17]3[CH2:16][CH2:15][N:14]([C:20]([O:22][C:23]([CH3:26])([CH3:25])[CH3:24])=[O:21])[CH2:19][CH2:18]3)[S:3][CH:4]=2)=[CH:8][CH:9]=1, predict the reactants needed to synthesize it. The reactants are: Br[C:2]1[S:3][CH:4]=[C:5]([C:7]2[CH:12]=[CH:11][C:10]([F:13])=[CH:9][CH:8]=2)[N:6]=1.[N:14]1([C:20]([O:22][C:23]([CH3:26])([CH3:25])[CH3:24])=[O:21])[CH2:19][CH2:18][NH:17][CH2:16][CH2:15]1.C(=O)([O-])[O-].[K+].[K+].O. (6) Given the product [C:18]([N:12]1[CH:11]([CH3:10])[CH2:16][N:15]([C:2]2[CH:9]=[CH:8][C:5]([CH:6]=[O:7])=[CH:4][CH:3]=2)[CH2:14][CH:13]1[CH3:17])(=[O:20])[CH3:19], predict the reactants needed to synthesize it. The reactants are: F[C:2]1[CH:9]=[CH:8][C:5]([CH:6]=[O:7])=[CH:4][CH:3]=1.[CH3:10][CH:11]1[CH2:16][NH:15][CH2:14][CH:13]([CH3:17])[N:12]1[C:18](=[O:20])[CH3:19].C(=O)([O-])[O-].[K+].[K+]. (7) The reactants are: [C:1]1([C:7]2[NH:8][C:9]3[CH:10]=[CH:11][CH:12]=[C:13]4[C:19](=[O:20])[NH:18][CH2:17][CH2:16][C:15]=2[C:14]=34)C=C[CH:4]=[CH:3][CH:2]=1.[NH:21]1C=CC=C1B(O)O. Given the product [NH:21]1[CH:4]=[CH:3][CH:2]=[C:1]1[C:7]1[NH:8][C:9]2[CH:10]=[CH:11][CH:12]=[C:13]3[C:19](=[O:20])[NH:18][CH2:17][CH2:16][C:15]=1[C:14]=23, predict the reactants needed to synthesize it.